This data is from Forward reaction prediction with 1.9M reactions from USPTO patents (1976-2016). The task is: Predict the product of the given reaction. (1) The product is: [Cl:8][C:6]1[CH:5]=[C:4]([S:9]([NH:12][C:13]2[CH:21]=[CH:20][C:16]([C:17]([O:19][CH2:26][CH:25]([O:24][CH3:23])[CH2:28][CH3:29])=[O:18])=[C:15]([OH:22])[CH:14]=2)(=[O:10])=[O:11])[CH:3]=[C:2]([Cl:1])[CH:7]=1. Given the reactants [Cl:1][C:2]1[CH:3]=[C:4]([S:9]([NH:12][C:13]2[CH:21]=[CH:20][C:16]([C:17]([OH:19])=[O:18])=[C:15]([OH:22])[CH:14]=2)(=[O:11])=[O:10])[CH:5]=[C:6]([Cl:8])[CH:7]=1.[CH3:23][O:24][CH:25]([CH2:28][CH3:29])[CH2:26]O, predict the reaction product. (2) Given the reactants [N:1]1[C:10]2[C:5](=[CH:6][CH:7]=[CH:8][CH:9]=2)[N:4]=[CH:3][C:2]=1[C:11]([OH:13])=O.C1N=CN(C(N2C=NC=C2)=O)C=1.Cl.[NH2:27][CH2:28][C:29]1[CH:37]=[CH:36][CH:35]=[C:34]2[C:30]=1[C:31](=[O:47])[N:32]([CH:39]1[CH2:44][CH2:43][C:42](=[O:45])[NH:41][C:40]1=[O:46])[C:33]2=[O:38].C(N(CC)CC)C, predict the reaction product. The product is: [O:46]=[C:40]1[CH:39]([N:32]2[C:31](=[O:47])[C:30]3[C:34](=[CH:35][CH:36]=[CH:37][C:29]=3[CH2:28][NH:27][C:11]([C:2]3[CH:3]=[N:4][C:5]4[C:10](=[CH:9][CH:8]=[CH:7][CH:6]=4)[N:1]=3)=[O:13])[C:33]2=[O:38])[CH2:44][CH2:43][C:42](=[O:45])[NH:41]1. (3) Given the reactants [N:1]([C:4]1[CH:11]=[CH:10][C:7]([C:8]#[N:9])=[CH:6][CH:5]=1)=[N+:2]=[N-:3].[C:12]([O:16][CH2:17][CH3:18])(=[O:15])[C:13]#[CH:14], predict the reaction product. The product is: [C:8]([C:7]1[CH:6]=[CH:5][C:4]([N:1]2[C:13]([C:12]([O:16][CH2:17][CH3:18])=[O:15])=[CH:14][N:3]=[N:2]2)=[CH:11][CH:10]=1)#[N:9]. (4) Given the reactants [NH:1]1[CH:5]=[N:4][CH:3]=[N:2]1.[H-].[Na+].I[CH2:9][CH:10]1[CH2:14][S:13][C:12]([NH:15][C:16](=[O:22])[O:17][C:18]([CH3:21])([CH3:20])[CH3:19])=[N:11]1.[Cl-].[NH4+], predict the reaction product. The product is: [N:1]1([CH2:9][CH:10]2[CH2:14][S:13][C:12]([NH:15][C:16](=[O:22])[O:17][C:18]([CH3:21])([CH3:20])[CH3:19])=[N:11]2)[CH:5]=[N:4][CH:3]=[N:2]1. (5) Given the reactants [F:1][C:2]([F:15])([F:14])[C:3]1[CH:4]=[C:5]([CH:7]=[C:8]([C:10]([F:13])([F:12])[F:11])[CH:9]=1)[NH2:6].[C:16]([O:20][C:21]([N:23]1[CH2:28][CH2:27][CH:26]([CH2:29][C:30](O)=[O:31])[CH2:25][CH2:24]1)=[O:22])([CH3:19])([CH3:18])[CH3:17].CCN(C(C)C)C(C)C.CN(C(ON1N=NC2C=CC=NC1=2)=[N+](C)C)C.F[P-](F)(F)(F)(F)F, predict the reaction product. The product is: [F:1][C:2]([F:14])([F:15])[C:3]1[CH:4]=[C:5]([NH:6][C:30](=[O:31])[CH2:29][CH:26]2[CH2:27][CH2:28][N:23]([C:21]([O:20][C:16]([CH3:18])([CH3:17])[CH3:19])=[O:22])[CH2:24][CH2:25]2)[CH:7]=[C:8]([C:10]([F:11])([F:12])[F:13])[CH:9]=1. (6) Given the reactants NC1C=CC(N2CCC[C@H](C(N3CCN(C)CC3)=O)C2)=CC=1OC.[CH3:25][O:26][C:27]1[CH:28]=[C:29]([N:36]2[CH2:41][CH2:40][CH:39]([N:42]3[CH2:46][CH2:45][C@H:44]([OH:47])[CH2:43]3)[CH2:38][CH2:37]2)[CH:30]=[CH:31][C:32]=1[N+:33]([O-])=O, predict the reaction product. The product is: [NH2:33][C:32]1[CH:31]=[CH:30][C:29]([N:36]2[CH2:41][CH2:40][CH:39]([N:42]3[CH2:46][CH2:45][C@H:44]([OH:47])[CH2:43]3)[CH2:38][CH2:37]2)=[CH:28][C:27]=1[O:26][CH3:25]. (7) Given the reactants C([O-])([O-])=O.[Na+].[Na+].[CH:7]1([C:13]2[C:21]3[C:16](=[CH:17][C:18]([C:22]([O:24][CH3:25])=[O:23])=[CH:19][CH:20]=3)[NH:15][C:14]=2B2OC(C)(C)C(C)(C)O2)[CH2:12][CH2:11][CH2:10][CH2:9][CH2:8]1.[CH2:35]([O:42][C:43]1[C:48](Br)=[CH:47][CH:46]=[CH:45][N:44]=1)[C:36]1[CH:41]=[CH:40][CH:39]=[CH:38][CH:37]=1.[Li+].[Cl-], predict the reaction product. The product is: [CH2:35]([O:42][C:43]1[C:48]([C:14]2[NH:15][C:16]3[C:21]([C:13]=2[CH:7]2[CH2:12][CH2:11][CH2:10][CH2:9][CH2:8]2)=[CH:20][CH:19]=[C:18]([C:22]([O:24][CH3:25])=[O:23])[CH:17]=3)=[CH:47][CH:46]=[CH:45][N:44]=1)[C:36]1[CH:41]=[CH:40][CH:39]=[CH:38][CH:37]=1.